Dataset: Forward reaction prediction with 1.9M reactions from USPTO patents (1976-2016). Task: Predict the product of the given reaction. (1) Given the reactants Cl[C:2]1[C:3]2[N:4]([C:8]([C:13](=[O:17])[CH2:14][CH2:15][CH3:16])=[C:9]([CH2:11][CH3:12])[N:10]=2)[CH:5]=[CH:6][N:7]=1.[CH3:18][C:19]1[CH:24]=[C:23]([CH3:25])[C:22](B(O)O)=[C:21]([O:29][CH3:30])[CH:20]=1.O.O.O.O.O.O.O.O.[OH-].[Ba+2].[OH-], predict the reaction product. The product is: [CH2:11]([C:9]1[N:10]=[C:3]2[C:2]([C:20]3[C:19]([CH3:18])=[CH:24][C:23]([CH3:25])=[CH:22][C:21]=3[O:29][CH3:30])=[N:7][CH:6]=[CH:5][N:4]2[C:8]=1[C:13](=[O:17])[CH2:14][CH2:15][CH3:16])[CH3:12]. (2) Given the reactants I[C:2]1[CH:7]=[CH:6][C:5]([S:8]([CH3:11])(=[O:10])=[O:9])=[CH:4][C:3]=1[C:12]([N:14]1[CH2:19][CH2:18][N:17]([C:20]2[CH:25]=[CH:24][C:23]([C:26]([F:29])([F:28])[F:27])=[CH:22][CH:21]=2)[CH2:16][CH2:15]1)=[O:13].[C:30]([Si:32]([CH3:35])([CH3:34])[CH3:33])#[CH:31], predict the reaction product. The product is: [CH3:11][S:8]([C:5]1[CH:6]=[CH:7][C:2]([C:31]#[C:30][Si:32]([CH3:35])([CH3:34])[CH3:33])=[C:3]([C:12]([N:14]2[CH2:19][CH2:18][N:17]([C:20]3[CH:25]=[CH:24][C:23]([C:26]([F:29])([F:28])[F:27])=[CH:22][CH:21]=3)[CH2:16][CH2:15]2)=[O:13])[CH:4]=1)(=[O:10])=[O:9]. (3) The product is: [CH3:9][O:10][C:11]1[CH:20]=[C:19]2[C:14]([CH2:15][CH2:16][CH:17]([C:3]([O:6][CH3:7])=[O:8])[C:18]2=[O:21])=[CH:13][CH:12]=1. Given the reactants [H-].[Na+].[C:3](=[O:8])([O:6][CH3:7])OC.[CH3:9][O:10][C:11]1[CH:20]=[C:19]2[C:14]([CH2:15][CH2:16][CH2:17][C:18]2=[O:21])=[CH:13][CH:12]=1, predict the reaction product. (4) Given the reactants [NH2:1][C:2]1[C:7]([CH3:8])=[CH:6][C:5]([OH:9])=[C:4]([CH3:10])[CH:3]=1.[CH3:11][C:12]([O:15][C:16](O[C:16]([O:15][C:12]([CH3:14])([CH3:13])[CH3:11])=[O:17])=[O:17])([CH3:14])[CH3:13], predict the reaction product. The product is: [C:12]([O:15][C:16](=[O:17])[NH:1][C:2]1[CH:3]=[C:4]([CH3:10])[C:5]([OH:9])=[CH:6][C:7]=1[CH3:8])([CH3:14])([CH3:13])[CH3:11]. (5) Given the reactants [CH3:1][O:2][C:3]([C:5]1[CH:9]=[C:8]([O:10][CH3:11])[N:7]([C:12]2[CH:17]=[CH:16][CH:15]=[CH:14][C:13]=2[F:18])[N:6]=1)=[O:4].S(Cl)([Cl:22])(=O)=O, predict the reaction product. The product is: [CH3:1][O:2][C:3]([C:5]1[C:9]([Cl:22])=[C:8]([O:10][CH3:11])[N:7]([C:12]2[CH:17]=[CH:16][CH:15]=[CH:14][C:13]=2[F:18])[N:6]=1)=[O:4]. (6) Given the reactants [F:1][C:2]1[CH:3]=[C:4]([C:9]2[C:13]([C:14]3[N:15]=[CH:16][NH:17][CH:18]=3)=[C:12]([CH3:19])[O:11][N:10]=2)[CH:5]=[CH:6][C:7]=1[F:8].F[C:21]1[CH:26]=[CH:25][C:24]([C:27]([F:30])([F:29])[F:28])=[CH:23][CH:22]=1, predict the reaction product. The product is: [F:1][C:2]1[CH:3]=[C:4]([C:9]2[C:13]([C:14]3[N:15]=[CH:16][N:17]([C:21]4[CH:26]=[CH:25][C:24]([C:27]([F:30])([F:29])[F:28])=[CH:23][CH:22]=4)[CH:18]=3)=[C:12]([CH3:19])[O:11][N:10]=2)[CH:5]=[CH:6][C:7]=1[F:8].